From a dataset of Catalyst prediction with 721,799 reactions and 888 catalyst types from USPTO. Predict which catalyst facilitates the given reaction. (1) Reactant: [CH3:1][O:2][C:3]1[CH:4]=[C:5](B(O)O)[CH:6]=[CH:7][C:8]=1[O:9][CH3:10].I[C:15]1[C:23]2[C:18](=[N:19][CH:20]=[N:21][C:22]=2[NH2:24])[N:17]([CH:25]([CH3:27])[CH3:26])[N:16]=1.C([O-])([O-])=O.[Na+].[Na+].[CH3:34][CH2:35]O. Product: [CH:25]1([N:17]2[C:18]3=[N:19][CH:20]=[N:21][C:22]([NH2:24])=[C:23]3[C:15]([C:5]3[CH:6]=[CH:7][C:8]([O:9][CH3:10])=[C:3]([O:2][CH3:1])[CH:4]=3)=[N:16]2)[CH2:27][CH2:35][CH2:34][CH2:26]1. The catalyst class is: 104. (2) Product: [CH3:1][N:2]([CH3:3])[CH2:4][C:5]([NH:35][CH:36]1[CH2:42][C:41]([CH3:44])([CH3:43])[C:40]2[CH:45]=[CH:46][C:47]([N+:49]([O-:51])=[O:50])=[CH:48][C:39]=2[NH:38][C:37]1=[O:52])=[O:7]. Reactant: [CH3:1][N:2]([CH2:4][C:5]([OH:7])=O)[CH3:3].CCN=C=NCCCN(C)C.Cl.C1C=CC2N(O)N=NC=2C=1.CN(C=O)C.[NH2:35][CH:36]1[CH2:42][C:41]([CH3:44])([CH3:43])[C:40]2[CH:45]=[CH:46][C:47]([N+:49]([O-:51])=[O:50])=[CH:48][C:39]=2[NH:38][C:37]1=[O:52]. The catalyst class is: 28.